Dataset: Forward reaction prediction with 1.9M reactions from USPTO patents (1976-2016). Task: Predict the product of the given reaction. (1) Given the reactants C(N(CC)CC)C.[NH2:8][CH:9]([C:11]1[C:12](=[O:23])[NH:13][C:14]([C:17]2[CH:18]=[N:19][CH:20]=[CH:21][CH:22]=2)=[N:15][N:16]=1)[CH3:10].[C:24](Cl)(=O)[CH:25]([CH3:27])[CH3:26].P(Cl)(Cl)(Cl)=O.C(=O)([O-])O.[Na+].[OH-].[Na+], predict the reaction product. The product is: [CH:25]([C:27]1[N:16]2[C:11]([C:12](=[O:23])[NH:13][C:14]([C:17]3[CH:18]=[N:19][CH:20]=[CH:21][CH:22]=3)=[N:15]2)=[C:9]([CH3:10])[N:8]=1)([CH3:26])[CH3:24]. (2) Given the reactants [CH2:1]([N:4]([CH2:27][CH2:28][CH3:29])[CH2:5][CH2:6][CH2:7][CH2:8][N:9]1[CH2:17][C:16]2[C:11](=[CH:12][CH:13]=[C:14]([CH2:18][NH:19][CH2:20][C:21]3[NH:22][CH:23]=[CH:24][N:25]=3)[CH:15]=2)[C:10]1=[O:26])[CH2:2][CH3:3].[CH3:30][N:31]1[CH:35]=[CH:34][N:33]=[C:32]1[CH:36]=O.C([BH3-])#N.[Na+].C(=O)([O-])O.[Na+], predict the reaction product. The product is: [CH2:27]([N:4]([CH2:1][CH2:2][CH3:3])[CH2:5][CH2:6][CH2:7][CH2:8][N:9]1[CH2:17][C:16]2[C:11](=[CH:12][CH:13]=[C:14]([CH2:18][N:19]([CH2:20][C:21]3[NH:22][CH:23]=[CH:24][N:25]=3)[CH2:36][C:32]3[N:31]([CH3:30])[CH:35]=[CH:34][N:33]=3)[CH:15]=2)[C:10]1=[O:26])[CH2:28][CH3:29]. (3) Given the reactants [C:1]([C:5](Cl)=[O:6])([CH3:4])([CH3:3])[CH3:2].[NH2:8][C:9]1[CH:10]=[C:11]([NH:27][S:28]([C:31]2[CH:36]=[CH:35][C:34]([NH:37][C:38](=[O:40])[CH3:39])=[CH:33][CH:32]=2)(=[O:30])=[O:29])[CH:12]=[CH:13][C:14]=1[NH:15][CH2:16][CH2:17][CH2:18][O:19][Si:20]([C:23]([CH3:26])([CH3:25])[CH3:24])([CH3:22])[CH3:21].CCN(CC)CC, predict the reaction product. The product is: [C:38]([NH:37][C:34]1[CH:33]=[CH:32][C:31]([S:28]([NH:27][C:11]2[CH:12]=[CH:13][C:14]([NH:15][CH2:16][CH2:17][CH2:18][O:19][Si:20]([C:23]([CH3:26])([CH3:25])[CH3:24])([CH3:21])[CH3:22])=[C:9]([NH:8][C:5](=[O:6])[C:1]([CH3:4])([CH3:3])[CH3:2])[CH:10]=2)(=[O:29])=[O:30])=[CH:36][CH:35]=1)(=[O:40])[CH3:39].